This data is from Peptide-MHC class I binding affinity with 185,985 pairs from IEDB/IMGT. The task is: Regression. Given a peptide amino acid sequence and an MHC pseudo amino acid sequence, predict their binding affinity value. This is MHC class I binding data. The peptide sequence is VFLPNTHNL. The MHC is HLA-A26:01 with pseudo-sequence HLA-A26:01. The binding affinity (normalized) is 0.0847.